This data is from NCI-60 drug combinations with 297,098 pairs across 59 cell lines. The task is: Regression. Given two drug SMILES strings and cell line genomic features, predict the synergy score measuring deviation from expected non-interaction effect. (1) Drug 1: C1=CC(=CC=C1CCC2=CNC3=C2C(=O)NC(=N3)N)C(=O)NC(CCC(=O)O)C(=O)O. Drug 2: CCCCCOC(=O)NC1=NC(=O)N(C=C1F)C2C(C(C(O2)C)O)O. Cell line: MDA-MB-435. Synergy scores: CSS=8.63, Synergy_ZIP=-1.56, Synergy_Bliss=3.45, Synergy_Loewe=-73.5, Synergy_HSA=0.286. (2) Drug 1: CCC1=CC2CC(C3=C(CN(C2)C1)C4=CC=CC=C4N3)(C5=C(C=C6C(=C5)C78CCN9C7C(C=CC9)(C(C(C8N6C)(C(=O)OC)O)OC(=O)C)CC)OC)C(=O)OC.C(C(C(=O)O)O)(C(=O)O)O. Drug 2: C1C(C(OC1N2C=NC3=C2NC=NCC3O)CO)O. Cell line: SK-OV-3. Synergy scores: CSS=50.1, Synergy_ZIP=-1.13, Synergy_Bliss=0.475, Synergy_Loewe=-0.314, Synergy_HSA=2.72. (3) Drug 1: C1=CC(=CC=C1C#N)C(C2=CC=C(C=C2)C#N)N3C=NC=N3. Drug 2: CC1C(C(CC(O1)OC2CC(CC3=C2C(=C4C(=C3O)C(=O)C5=C(C4=O)C(=CC=C5)OC)O)(C(=O)CO)O)N)O.Cl. Cell line: LOX IMVI. Synergy scores: CSS=40.4, Synergy_ZIP=-4.48, Synergy_Bliss=-2.01, Synergy_Loewe=-10.5, Synergy_HSA=-1.82. (4) Drug 1: C1=C(C(=O)NC(=O)N1)N(CCCl)CCCl. Drug 2: C(=O)(N)NO. Cell line: NCI-H226. Synergy scores: CSS=6.42, Synergy_ZIP=-5.67, Synergy_Bliss=-4.36, Synergy_Loewe=-14.6, Synergy_HSA=-3.96. (5) Drug 1: CCC(=C(C1=CC=CC=C1)C2=CC=C(C=C2)OCCN(C)C)C3=CC=CC=C3.C(C(=O)O)C(CC(=O)O)(C(=O)O)O. Drug 2: CC1=C(C=C(C=C1)C(=O)NC2=CC(=CC(=C2)C(F)(F)F)N3C=C(N=C3)C)NC4=NC=CC(=N4)C5=CN=CC=C5. Cell line: DU-145. Synergy scores: CSS=5.81, Synergy_ZIP=-2.38, Synergy_Bliss=0.553, Synergy_Loewe=-2.28, Synergy_HSA=-2.26. (6) Drug 1: C1=NC2=C(N=C(N=C2N1C3C(C(C(O3)CO)O)F)Cl)N. Drug 2: C1CCC(C(C1)N)N.C(=O)(C(=O)[O-])[O-].[Pt+4]. Cell line: T-47D. Synergy scores: CSS=21.8, Synergy_ZIP=-9.52, Synergy_Bliss=3.26, Synergy_Loewe=4.28, Synergy_HSA=5.40.